This data is from Catalyst prediction with 721,799 reactions and 888 catalyst types from USPTO. The task is: Predict which catalyst facilitates the given reaction. (1) Reactant: [C:1]([C:3]1[CH:8]=[CH:7][C:6]([C:9]2[CH:10]=[C:11]([CH3:14])[NH:12][CH:13]=2)=[CH:5][CH:4]=1)#[N:2].C[N+](C)=CCl.[Cl-].[C:21](=O)(O)[O-:22].[Na+]. Product: [C:1]([C:3]1[CH:4]=[CH:5][C:6]([C:9]2[CH:10]=[C:11]([CH3:14])[NH:12][C:13]=2[CH:21]=[O:22])=[CH:7][CH:8]=1)#[N:2]. The catalyst class is: 3. (2) Reactant: ClC(N(C)C)=C(C)C.[N:9]1([C:13]([C:15]2[N:20]=[CH:19][C:18]([O:21][C:22]3[CH:23]=[C:24]([CH:28]=[C:29]([O:31][C@H:32]4[CH2:36][CH2:35][N:34]([CH3:37])[C:33]4=[O:38])[CH:30]=3)[C:25](O)=[O:26])=[CH:17][CH:16]=2)=[O:14])[CH2:12][CH2:11][CH2:10]1.[NH2:39][C:40]1[CH:45]=[CH:44][CH:43]=[CH:42][N:41]=1.N1C=CC=CC=1. Product: [N:9]1([C:13]([C:15]2[N:20]=[CH:19][C:18]([O:21][C:22]3[CH:23]=[C:24]([CH:28]=[C:29]([O:31][C@H:32]4[CH2:36][CH2:35][N:34]([CH3:37])[C:33]4=[O:38])[CH:30]=3)[C:25]([NH:39][C:40]3[CH:45]=[CH:44][CH:43]=[CH:42][N:41]=3)=[O:26])=[CH:17][CH:16]=2)=[O:14])[CH2:12][CH2:11][CH2:10]1. The catalyst class is: 2.